From a dataset of Full USPTO retrosynthesis dataset with 1.9M reactions from patents (1976-2016). Predict the reactants needed to synthesize the given product. (1) The reactants are: [C:1]([N:5]1[C:9]([C:10]2[CH:15]=[CH:14][C:13]([O:16][CH3:17])=[CH:12][CH:11]=2)=[C:8]([C:18]2[N:19]=[C:20]([CH2:23][C:24]([OH:26])=O)[S:21][CH:22]=2)[CH:7]=[N:6]1)([CH3:4])([CH3:3])[CH3:2].CN(C(ON1N=NC2C=CC=NC1=2)=[N+](C)C)C.F[P-](F)(F)(F)(F)F.CCN(C(C)C)C(C)C.[O:60]1[CH2:65][CH2:64][CH:63]([CH2:66][NH2:67])[CH2:62][CH2:61]1. Given the product [C:1]([N:5]1[C:9]([C:10]2[CH:11]=[CH:12][C:13]([O:16][CH3:17])=[CH:14][CH:15]=2)=[C:8]([C:18]2[N:19]=[C:20]([CH2:23][C:24]([NH:67][CH2:66][CH:63]3[CH2:64][CH2:65][O:60][CH2:61][CH2:62]3)=[O:26])[S:21][CH:22]=2)[CH:7]=[N:6]1)([CH3:3])([CH3:4])[CH3:2], predict the reactants needed to synthesize it. (2) Given the product [Br:26][C:20]1[CH:21]=[CH:22][CH:23]=[CH:24][C:19]=1[C:14]1[CH:15]=[CH:16][CH:17]=[CH:18][C:13]=1[C:12]1[N:8]([C:3]2[CH:4]=[CH:5][CH:6]=[CH:7][C:2]=2[F:1])[N:9]=[N:10][N:11]=1, predict the reactants needed to synthesize it. The reactants are: [F:1][C:2]1[CH:7]=[CH:6][CH:5]=[CH:4][C:3]=1[N:8]1[C:12]([C:13]2[CH:18]=[CH:17][CH:16]=[CH:15][C:14]=2[C:19]2[CH:24]=[CH:23][CH:22]=[CH:21][C:20]=2O)=[N:11][N:10]=[N:9]1.[Br:26]C1C=CC=CC=1B(O)O. (3) Given the product [C:10]1([NH:16][CH2:17][CH2:18][NH:19][C:2]2[CH:9]=[CH:8][CH:7]=[CH:6][C:3]=2[C:4]#[N:5])[CH:15]=[CH:14][CH:13]=[CH:12][CH:11]=1, predict the reactants needed to synthesize it. The reactants are: F[C:2]1[CH:9]=[CH:8][CH:7]=[CH:6][C:3]=1[C:4]#[N:5].[C:10]1([NH:16][CH2:17][CH2:18][NH2:19])[CH:15]=[CH:14][CH:13]=[CH:12][CH:11]=1. (4) Given the product [CH:14]([CH:5]1[CH2:4][O:3][C:2]([CH3:18])([CH3:1])[N:6]1[C:7]([O:9][C:10]([CH3:13])([CH3:12])[CH3:11])=[O:8])=[O:15], predict the reactants needed to synthesize it. The reactants are: [CH3:1][C:2]1([CH3:18])[N:6]([C:7]([O:9][C:10]([CH3:13])([CH3:12])[CH3:11])=[O:8])[CH:5]([C:14](OC)=[O:15])[CH2:4][O:3]1.[H-].C([Al+]CC(C)C)C(C)C.CO.C(C(C(C([O-])=O)O)O)([O-])=O.[Na+].[K+]. (5) Given the product [CH:25]1([CH2:24][N:15]([C:16]2[CH:17]=[N:18][C:19]([O:22][CH3:23])=[CH:20][CH:21]=2)[C:13](=[O:14])[NH:12][C:10]2[S:11][C:7]([S:6][CH2:5][C:4]([OH:31])=[O:3])=[CH:8][N:9]=2)[CH2:30][CH2:29][CH2:28][CH2:27][CH2:26]1, predict the reactants needed to synthesize it. The reactants are: C([O:3][C:4](=[O:31])[CH2:5][S:6][C:7]1[S:11][C:10]([NH:12][C:13]([N:15]([CH2:24][CH:25]2[CH2:30][CH2:29][CH2:28][CH2:27][CH2:26]2)[C:16]2[CH:17]=[N:18][C:19]([O:22][CH3:23])=[CH:20][CH:21]=2)=[O:14])=[N:9][CH:8]=1)C.C1(N(C2C=CC(S(C)(=O)=O)=CC=2)C(=O)N(C)C2SC=C(CC(O)=O)N=2)CCCC1.C1(CNC2C=NC(OC)=CC=2)CCCCC1.C(OC(=O)CSC1SC(N)=NC=1)C. (6) Given the product [C:1]([OH:10])(=[O:9])/[CH:2]=[CH:3]\[CH:4]=[CH:5]\[C:6]([OH:8])=[O:7], predict the reactants needed to synthesize it. The reactants are: [C:1]([OH:10])(=[O:9])/[CH:2]=[CH:3]/[CH:4]=[CH:5]/[C:6]([OH:8])=[O:7].II. (7) Given the product [NH2:7][C:6]1[N:8]=[C:20]([OH:21])[C:11]2[CH2:12][CH2:13][CH:14]3[CH2:15][CH2:16][CH2:17][CH2:18][CH:19]3[C:10]=2[N:5]=1, predict the reactants needed to synthesize it. The reactants are: C(=O)(O)O.[NH2:5][C:6]([NH2:8])=[NH:7].O=[C:10]1[CH:19]2[CH:14]([CH2:15][CH2:16][CH2:17][CH2:18]2)[CH2:13][CH2:12][CH:11]1[C:20](OC)=[O:21].